This data is from Reaction yield outcomes from USPTO patents with 853,638 reactions. The task is: Predict the reaction yield, written as a fraction of the theoretical maximum amount of product (1.0 means a 100% yield; for example, 0.34 means a 34% yield). (1) The reactants are Br[C:2]1[CH:11]=[C:10]2[C:5]([CH:6]=[C:7]([C:12]([O:14][CH2:15][CH3:16])=[O:13])[CH:8]=[N:9]2)=[N:4][CH:3]=1.[CH:17]1(B(O)O)[CH2:19][CH2:18]1.P([O-])([O-])([O-])=O.[K+].[K+].[K+].C1(C)C=CC=CC=1.O.C([O-])(O)=O.[Na+]. The catalyst is C([O-])(=O)C.[Pd+2].C([O-])(=O)C. The product is [CH:17]1([C:2]2[CH:11]=[C:10]3[C:5]([CH:6]=[C:7]([C:12]([O:14][CH2:15][CH3:16])=[O:13])[CH:8]=[N:9]3)=[N:4][CH:3]=2)[CH2:19][CH2:18]1. The yield is 0.600. (2) The product is [CH2:10]([C:12]1[S:32][C:15]2[N:16]=[C:17]([S:26][CH2:27][C:28]([O:30][CH3:31])=[O:29])[N:18]=[C:19]([N:20]3[CH2:25][CH2:24][N:23]([C:1](=[O:8])[CH2:2][CH2:3][CH2:4][C:5]#[CH:6])[CH2:22][CH2:21]3)[C:14]=2[CH:13]=1)[CH3:11]. The catalyst is CN1CCCC1=O. The yield is 0.350. The reactants are [C:1]([OH:8])(=O)[C:2]#[C:3][CH2:4][CH2:5][CH3:6].Cl.[CH2:10]([C:12]1[S:32][C:15]2[N:16]=[C:17]([S:26][CH2:27][C:28]([O:30][CH3:31])=[O:29])[N:18]=[C:19]([N:20]3[CH2:25][CH2:24][NH:23][CH2:22][CH2:21]3)[C:14]=2[CH:13]=1)[CH3:11].C(N(C(C)C)CC)(C)C. (3) The reactants are [NH:1]1[CH2:6][CH2:5][CH2:4][CH2:3][CH:2]1[CH2:7][OH:8].C(N(CC)CC)C.[CH3:16][O:17][C:18]1[CH:23]=[C:22]([CH3:24])[C:21]([S:25](Cl)(=[O:27])=[O:26])=[C:20]([CH3:29])[CH:19]=1.Cl. The catalyst is ClCCl. The product is [CH3:16][O:17][C:18]1[CH:19]=[C:20]([CH3:29])[C:21]([S:25]([N:1]2[CH2:6][CH2:5][CH2:4][CH2:3][CH:2]2[CH2:7][OH:8])(=[O:26])=[O:27])=[C:22]([CH3:24])[CH:23]=1. The yield is 0.200. (4) The product is [N:28]1[CH:33]=[CH:32][CH:31]=[C:30]([O:15][C@@H:16]2[CH2:20][CH2:19][NH:18][CH2:17]2)[CH:29]=1. The yield is 0.920. The reactants are CC(OC(/N=N/C(OC(C)C)=O)=O)C.[OH:15][C@H:16]1[CH2:20][CH2:19][N:18](C(OC(C)(C)C)=O)[CH2:17]1.[N:28]1[CH:33]=[CH:32][CH:31]=[C:30](O)[CH:29]=1.C1(P(C2C=CC=CC=2)C2C=CC=CC=2)C=CC=CC=1. The catalyst is C(Cl)Cl. (5) The reactants are [CH3:1][C:2]1[NH:6][C:5]2[C:7]([C:17]([O:19]C)=[O:18])=[CH:8][C:9]([N:11]3[CH2:16][CH2:15][O:14][CH2:13][CH2:12]3)=[CH:10][C:4]=2[N:3]=1.Br[CH2:22][C:23]1[CH:28]=[CH:27][CH:26]=[C:25]([Cl:29])[CH:24]=1.C(=O)([O-])[O-].[K+].[K+].[OH-].[Li+]. The catalyst is CN(C)C=O.O1CCCC1.O. The product is [Cl:29][C:25]1[CH:24]=[C:23]([CH2:22][N:3]2[C:4]3[CH:10]=[C:9]([N:11]4[CH2:16][CH2:15][O:14][CH2:13][CH2:12]4)[CH:8]=[C:7]([C:17]([OH:19])=[O:18])[C:5]=3[N:6]=[C:2]2[CH3:1])[CH:28]=[CH:27][CH:26]=1. The yield is 0.134.